Dataset: Full USPTO retrosynthesis dataset with 1.9M reactions from patents (1976-2016). Task: Predict the reactants needed to synthesize the given product. (1) Given the product [NH2:1][C:2]1[CH:10]=[C:9]([CH3:11])[C:8]([N+:12]([O-:14])=[O:13])=[CH:7][C:3]=1[C:4]([O:6][CH3:20])=[O:5], predict the reactants needed to synthesize it. The reactants are: [NH2:1][C:2]1[CH:10]=[C:9]([CH3:11])[C:8]([N+:12]([O-:14])=[O:13])=[CH:7][C:3]=1[C:4]([OH:6])=[O:5].S(=O)(=O)(O)O.[C:20](=O)(O)[O-].[Na+]. (2) Given the product [Cl:1][C:2]1[S:3][C:4]([CH2:8][O:9][CH2:10][P:11]([OH:13])([OH:16])=[O:12])=[C:5]([Cl:7])[N:6]=1, predict the reactants needed to synthesize it. The reactants are: [Cl:1][C:2]1[S:3][C:4]([CH2:8][O:9][CH2:10][P:11]([O:16]CC)([O:13]CC)=[O:12])=[C:5]([Cl:7])[N:6]=1.C[Si](Br)(C)C. (3) Given the product [CH2:28]([C:30]1[CH:35]=[CH:34][C:33]([CH2:36][CH2:37][NH:38][C:39]([C:41]2([CH2:47][C:48]3[CH:53]=[CH:52][CH:51]=[CH:50][C:49]=3[F:54])[CH2:42][CH2:43][N:44]([C:64](=[O:65])[CH2:63][CH2:62][C:59]3[CH:60]=[CH:61][C:56]([F:55])=[CH:57][CH:58]=3)[CH2:45][CH2:46]2)=[O:40])=[CH:32][CH:31]=1)[CH3:29], predict the reactants needed to synthesize it. The reactants are: F[P-](F)(F)(F)(F)F.N1(O[P+](N(C)C)(N(C)C)N(C)C)C2C=CC=CC=2N=N1.[CH2:28]([C:30]1[CH:35]=[CH:34][C:33]([CH2:36][CH2:37][NH:38][C:39]([C:41]2([CH2:47][C:48]3[CH:53]=[CH:52][CH:51]=[CH:50][C:49]=3[F:54])[CH2:46][CH2:45][NH:44][CH2:43][CH2:42]2)=[O:40])=[CH:32][CH:31]=1)[CH3:29].[F:55][C:56]1[CH:61]=[CH:60][C:59]([CH2:62][CH2:63][C:64](O)=[O:65])=[CH:58][CH:57]=1.C(N(CC)CC)C. (4) Given the product [N:17]1([C:23]2[CH:30]=[CH:29][C:26]([CH:27]=[C:9]3[C:8]4[C:12](=[CH:13][CH:14]=[CH:15][C:7]=4[C:4]4[CH:5]=[CH:6][N:1]=[CH:2][CH:3]=4)[NH:11][C:10]3=[O:16])=[CH:25][CH:24]=2)[CH2:22][CH2:21][O:20][CH2:19][CH2:18]1, predict the reactants needed to synthesize it. The reactants are: [N:1]1[CH:6]=[CH:5][C:4]([C:7]2[CH:15]=[CH:14][CH:13]=[C:12]3[C:8]=2[CH2:9][C:10](=[O:16])[NH:11]3)=[CH:3][CH:2]=1.[N:17]1([C:23]2[CH:30]=[CH:29][C:26]([CH:27]=O)=[CH:25][CH:24]=2)[CH2:22][CH2:21][O:20][CH2:19][CH2:18]1. (5) The reactants are: [NH2:1][C:2]1[C:10]([C:11]#[C:12][C:13]2[CH:18]=[CH:17][CH:16]=[C:15]([NH:19][C:20]([C:22]3[N:23]([CH3:28])[N:24]=[C:25]([CH3:27])[CH:26]=3)=[O:21])[CH:14]=2)=[CH:9][C:5]([C:6]([OH:8])=O)=[CH:4][N:3]=1.[CH3:29][S:30]([C:33]1[CH:38]=[CH:37][C:36]([CH2:39][CH2:40][C:41]([O:43][CH3:44])=[O:42])=[CH:35][CH:34]=1)(=[NH:32])=[O:31]. Given the product [NH2:1][C:2]1[N:3]=[CH:4][C:5]([C:6]([N:32]=[S:30]([C:33]2[CH:34]=[CH:35][C:36]([CH2:39][CH2:40][C:41]([O:43][CH3:44])=[O:42])=[CH:37][CH:38]=2)([CH3:29])=[O:31])=[O:8])=[CH:9][C:10]=1[C:11]#[C:12][C:13]1[CH:18]=[CH:17][CH:16]=[C:15]([NH:19][C:20]([C:22]2[N:23]([CH3:28])[N:24]=[C:25]([CH3:27])[CH:26]=2)=[O:21])[CH:14]=1, predict the reactants needed to synthesize it. (6) Given the product [CH2:11]([NH:18][C:19]([C:21]1[S:25][C:24]([NH:26][C:6](=[O:7])[C:5]2[CH:9]=[CH:10][C:2]([F:1])=[CH:3][CH:4]=2)=[N:23][C:22]=1[CH3:27])=[O:20])[C:12]1[CH:17]=[CH:16][CH:15]=[CH:14][CH:13]=1, predict the reactants needed to synthesize it. The reactants are: [F:1][C:2]1[CH:10]=[CH:9][C:5]([C:6](Cl)=[O:7])=[CH:4][CH:3]=1.[CH2:11]([NH:18][C:19]([C:21]1[S:25][C:24]([NH2:26])=[N:23][C:22]=1[CH3:27])=[O:20])[C:12]1[CH:17]=[CH:16][CH:15]=[CH:14][CH:13]=1.